Dataset: Forward reaction prediction with 1.9M reactions from USPTO patents (1976-2016). Task: Predict the product of the given reaction. The product is: [CH3:8][C:9]1[S:13][C:12]([S:14]([N:17]2[CH2:22][CH2:21][N:20]([C:34](=[O:35])[CH2:33][N:24]3[CH:32]=[C:30]([CH3:31])[C:28](=[O:29])[NH:27][C:25]3=[O:26])[CH2:19][C:18]2=[O:4])(=[O:16])=[O:15])=[N:11][N:10]=1. Given the reactants FC(F)(F)C(O)=[O:4].[CH3:8][C:9]1[S:13][C:12]([S:14]([N:17]2[CH2:22][CH2:21][NH:20][C:19](=O)[CH2:18]2)(=[O:16])=[O:15])=[N:11][N:10]=1.[N:24]1([CH2:33][C:34](O)=[O:35])[CH:32]=[C:30]([CH3:31])[C:28](=[O:29])[NH:27][C:25]1=[O:26], predict the reaction product.